From a dataset of Forward reaction prediction with 1.9M reactions from USPTO patents (1976-2016). Predict the product of the given reaction. (1) Given the reactants [Cl:1][C:2]1[CH:23]=[C:22]([F:24])[C:21]([C:25]2[C:30]([F:31])=[CH:29][CH:28]=[CH:27][N:26]=2)=[CH:20][C:3]=1[C:4]([NH:6][C:7]1[N:11]([C:12]2[CH:17]=[CH:16][CH:15]=[CH:14][CH:13]=2)[N:10]=[C:9]([C:18]#[N:19])[CH:8]=1)=[O:5].C([O-])([O-])=[O:33].[K+].[K+].OO, predict the reaction product. The product is: [Cl:1][C:2]1[CH:23]=[C:22]([F:24])[C:21]([C:25]2[C:30]([F:31])=[CH:29][CH:28]=[CH:27][N:26]=2)=[CH:20][C:3]=1[C:4]([NH:6][C:7]1[N:11]([C:12]2[CH:13]=[CH:14][CH:15]=[CH:16][CH:17]=2)[N:10]=[C:9]([C:18]([NH2:19])=[O:33])[CH:8]=1)=[O:5]. (2) Given the reactants Cl.[CH2:2]1[C:6]2([CH2:11][CH2:10][NH:9][CH2:8][CH2:7]2)[CH2:5][CH2:4][N:3]1[C:12]([O:14][C:15]([CH3:18])([CH3:17])[CH3:16])=[O:13].[C:19]1(=O)[CH2:24][CH2:23][CH2:22][CH2:21][CH2:20]1.[Na].[OH-].[Na+], predict the reaction product. The product is: [CH:19]1([N:9]2[CH2:8][CH2:7][C:6]3([CH2:2][N:3]([C:12]([O:14][C:15]([CH3:18])([CH3:17])[CH3:16])=[O:13])[CH2:4][CH2:5]3)[CH2:11][CH2:10]2)[CH2:24][CH2:23][CH2:22][CH2:21][CH2:20]1. (3) Given the reactants [C:1]1([S:7]([C:10]2[CH:19]=[C:18]3[C:13]([C:14](=O)[CH2:15][CH2:16][O:17]3)=[CH:12][CH:11]=2)(=[O:9])=[O:8])[CH:6]=[CH:5][CH:4]=[CH:3][CH:2]=1.[C:21](P(=O)(OCC)OCC)#[N:22].[C-]#N.[Li+].O, predict the reaction product. The product is: [C:1]1([S:7]([C:10]2[CH:19]=[C:18]3[C:13]([CH:14]([C:21]#[N:22])[CH2:15][CH2:16][O:17]3)=[CH:12][CH:11]=2)(=[O:9])=[O:8])[CH:6]=[CH:5][CH:4]=[CH:3][CH:2]=1. (4) Given the reactants [CH3:1][NH:2][C@@H:3]([C:27]1[CH:32]=[CH:31][CH:30]=[CH:29][CH:28]=1)[CH2:4][N:5]1[CH2:9][CH2:8][C@H:7]([O:10][CH2:11][CH2:12][O:13][CH2:14][CH2:15][O:16][CH2:17][CH2:18][O:19][CH2:20][CH2:21][O:22][CH2:23][CH2:24][O:25][CH3:26])[CH2:6]1.[Cl:33][C:34]1[CH:35]=[C:36]([CH2:41][C:42]([OH:44])=O)[CH:37]=[CH:38][C:39]=1[Cl:40].C(N(CC)C(C)C)(C)C.F[B-](F)(F)F.N1(OC(N(C)C)=[N+](C)C)C2C=CC=CC=2N=N1, predict the reaction product. The product is: [Cl:33][C:34]1[CH:35]=[C:36]([CH2:41][C:42]([N:2]([CH3:1])[C@@H:3]([C:27]2[CH:28]=[CH:29][CH:30]=[CH:31][CH:32]=2)[CH2:4][N:5]2[CH2:9][CH2:8][C@H:7]([O:10][CH2:11][CH2:12][O:13][CH2:14][CH2:15][O:16][CH2:17][CH2:18][O:19][CH2:20][CH2:21][O:22][CH2:23][CH2:24][O:25][CH3:26])[CH2:6]2)=[O:44])[CH:37]=[CH:38][C:39]=1[Cl:40]. (5) Given the reactants [Cl:1][C:2]1[C:3]([C:20]2[N:24]3[CH:25]=[CH:26][CH:27]=[CH:28][C:23]3=[N:22][CH:21]=2)=[N:4][C:5]([NH:8][C:9]2[CH:17]=[CH:16][C:12]([C:13](O)=[O:14])=[CH:11][C:10]=2[O:18][CH3:19])=[N:6][CH:7]=1.[N:29]1(C(OC(C)(C)C)=O)[CH2:34][CH2:33][NH:32][CH2:31][CH2:30]1, predict the reaction product. The product is: [Cl:1][C:2]1[C:3]([C:20]2[N:24]3[CH:25]=[CH:26][CH:27]=[CH:28][C:23]3=[N:22][CH:21]=2)=[N:4][C:5]([NH:8][C:9]2[CH:17]=[CH:16][C:12]([C:13]([N:29]3[CH2:34][CH2:33][NH:32][CH2:31][CH2:30]3)=[O:14])=[CH:11][C:10]=2[O:18][CH3:19])=[N:6][CH:7]=1. (6) The product is: [C:1]([C:5]1[NH:9][N:8]=[C:7]([C:10]([F:12])([F:13])[F:11])[C:6]=1[Cl:21])([CH3:4])([CH3:2])[CH3:3]. Given the reactants [C:1]([C:5]1[NH:9][N:8]=[C:7]([C:10]([F:13])([F:12])[F:11])[CH:6]=1)([CH3:4])([CH3:3])[CH3:2].C1C(=O)N([Cl:21])C(=O)C1, predict the reaction product. (7) Given the reactants [CH:1]([N:4](CC)C(C)C)(C)[CH3:2].BrCC#N.[N:14]([C:17]1[CH:54]=[CH:53][C:20]([CH2:21][O:22][C:23]([NH:25][C@@H:26]([CH2:46][S:47][S:48][C:49]([CH3:52])([CH3:51])[CH3:50])[C:27]([NH:29][CH2:30][CH2:31][CH2:32][CH2:33][C@H:34]([NH:38][C:39]([O:41][C:42]([CH3:45])([CH3:44])[CH3:43])=[O:40])[C:35]([OH:37])=[O:36])=[O:28])=[O:24])=[CH:19][CH:18]=1)=[N+:15]=[N-:16], predict the reaction product. The product is: [N:14]([C:17]1[CH:18]=[CH:19][C:20]([CH2:21][O:22][C:23]([NH:25][C@@H:26]([CH2:46][S:47][S:48][C:49]([CH3:52])([CH3:51])[CH3:50])[C:27]([NH:29][CH2:30][CH2:31][CH2:32][CH2:33][C@H:34]([NH:38][C:39]([O:41][C:42]([CH3:45])([CH3:43])[CH3:44])=[O:40])[C:35]([O:37][CH2:2][C:1]#[N:4])=[O:36])=[O:28])=[O:24])=[CH:53][CH:54]=1)=[N+:15]=[N-:16]. (8) Given the reactants Br[C:2]1[CH:11]=[C:10]2[C:5]([C:6]([Cl:12])=[CH:7][CH:8]=[N:9]2)=[CH:4][CH:3]=1.O1CCOCC1.CCN(C(C)C)C(C)C.[CH2:28]([SH:35])[C:29]1[CH:34]=[CH:33][CH:32]=[CH:31][CH:30]=1, predict the reaction product. The product is: [CH2:28]([S:35][C:2]1[CH:11]=[C:10]2[C:5]([C:6]([Cl:12])=[CH:7][CH:8]=[N:9]2)=[CH:4][CH:3]=1)[C:29]1[CH:34]=[CH:33][CH:32]=[CH:31][CH:30]=1. (9) Given the reactants [CH3:1][C:2]1[CH:7]=[CH:6][C:5]([N:8]=[C:9]=[O:10])=[CH:4][C:3]=1[N+:11]([O-:13])=[O:12].[NH2:14][C:15]1[CH:20]=[CH:19][CH:18]=[CH:17][CH:16]=1, predict the reaction product. The product is: [CH3:1][C:2]1[CH:7]=[CH:6][C:5]([NH:8][C:9]([NH:14][C:15]2[CH:20]=[CH:19][CH:18]=[CH:17][CH:16]=2)=[O:10])=[CH:4][C:3]=1[N+:11]([O-:13])=[O:12].